This data is from Forward reaction prediction with 1.9M reactions from USPTO patents (1976-2016). The task is: Predict the product of the given reaction. (1) Given the reactants [F:1][C:2]1[CH:3]=[C:4]([CH:7]=[CH:8][C:9]=1F)[C:5]#[N:6].[C:11]([O:15][C:16]([N:18]1[CH2:23][CH2:22][NH:21][CH2:20][CH2:19]1)=[O:17])([CH3:14])([CH3:13])[CH3:12].C(N(CC)CC)C, predict the reaction product. The product is: [C:11]([O:15][C:16]([N:18]1[CH2:23][CH2:22][N:21]([C:9]2[CH:8]=[CH:7][C:4]([C:5]#[N:6])=[CH:3][C:2]=2[F:1])[CH2:20][CH2:19]1)=[O:17])([CH3:14])([CH3:12])[CH3:13]. (2) Given the reactants Br[C:2]1[CH:3]=[C:4]([C:20]([O:22][CH3:23])=[O:21])[C:5]2[CH2:6][CH2:7][N:8]([CH:13]([CH2:17][CH2:18][CH3:19])[CH2:14][CH2:15][CH3:16])[C:9](=[O:12])[C:10]=2[CH:11]=1.C([Sn](CCCC)(CCCC)[C:29]1[O:30][CH:31]=[CH:32][N:33]=1)CCC, predict the reaction product. The product is: [O:30]1[CH:31]=[CH:32][N:33]=[C:29]1[C:2]1[CH:3]=[C:4]([C:20]([O:22][CH3:23])=[O:21])[C:5]2[CH2:6][CH2:7][N:8]([CH:13]([CH2:17][CH2:18][CH3:19])[CH2:14][CH2:15][CH3:16])[C:9](=[O:12])[C:10]=2[CH:11]=1. (3) Given the reactants [CH:1]1([C:7]2[C:15]3[C:10](=[CH:11][C:12]([C:16]([O:18][CH3:19])=[O:17])=[CH:13][CH:14]=3)[N:9]([CH2:20][C:21]([C:23]([O:25][CH3:26])=[O:24])=[CH2:22])[C:8]=2[C:27]2[CH:32]=[CH:31][CH:30]=[CH:29][C:28]=2C=C)[CH2:6][CH2:5][CH2:4][CH2:3][CH2:2]1, predict the reaction product. The product is: [CH:1]1([C:7]2[C:15]3[CH:14]=[CH:13][C:12]([C:16]([O:18][CH3:19])=[O:17])=[CH:11][C:10]=3[N:9]3[CH:20]=[C:21]([C:23]([O:25][CH3:26])=[O:24])[CH2:22][C:32]4[CH:31]=[CH:30][CH:29]=[CH:28][C:27]=4[C:8]=23)[CH2:6][CH2:5][CH2:4][CH2:3][CH2:2]1. (4) Given the reactants [CH3:1][C@H:2]1[C@H:11]2[C@@:6]([C:17]3[CH:22]=[CH:21][CH:20]=[CH:19][CH:18]=3)([C:7](=O)[CH:8]([C:12](OC)=[O:13])[CH2:9][CH2:10]2)[CH2:5][CH2:4][C:3]21[O:26][CH2:25][CH2:24][O:23]2.Cl.[C:28]([NH2:31])(=[NH:30])[CH3:29].CC(C)([O-])C.[K+], predict the reaction product. The product is: [CH3:29][C:28]1[N:31]=[C:12]([OH:13])[C:8]2[CH2:9][CH2:10][C@H:11]3[C@H:2]([CH3:1])[C:3]4([CH2:4][CH2:5][C@:6]3([C:17]3[CH:18]=[CH:19][CH:20]=[CH:21][CH:22]=3)[C:7]=2[N:30]=1)[O:26][CH2:25][CH2:24][O:23]4.